This data is from Reaction yield outcomes from USPTO patents with 853,638 reactions. The task is: Predict the reaction yield, written as a fraction of the theoretical maximum amount of product (1.0 means a 100% yield; for example, 0.34 means a 34% yield). (1) The reactants are [N:1]([C@H:4]1[CH2:9][C@@H:8]([F:10])[CH2:7][N:6]([C:11]([O:13][CH2:14][C:15]2[CH:20]=[CH:19][CH:18]=[CH:17][CH:16]=2)=[O:12])[CH2:5]1)=[N+]=[N-].CP(C)C.[C:25](O[C:25]([O:27][C:28]([CH3:31])([CH3:30])[CH3:29])=[O:26])([O:27][C:28]([CH3:31])([CH3:30])[CH3:29])=[O:26]. The catalyst is N1C=CC=CC=1.[OH-].[NH4+].C(O)C.C1COCC1.CCOC(C)=O. The product is [C:28]([O:27][C:25]([NH:1][C@H:4]1[CH2:9][C@@H:8]([F:10])[CH2:7][N:6]([C:11]([O:13][CH2:14][C:15]2[CH:20]=[CH:19][CH:18]=[CH:17][CH:16]=2)=[O:12])[CH2:5]1)=[O:26])([CH3:31])([CH3:30])[CH3:29]. The yield is 0.950. (2) The reactants are [Br:1][C:2]1[CH:11]=[C:10]2[C:5]([C:6](Cl)=[CH:7][CH:8]=[N:9]2)=[CH:4][CH:3]=1.C[O-].[Na+].[O:16]1CCOC[CH2:17]1. The catalyst is CO. The product is [Br:1][C:2]1[CH:11]=[C:10]2[C:5]([C:6]([O:16][CH3:17])=[CH:7][CH:8]=[N:9]2)=[CH:4][CH:3]=1. The yield is 0.780. (3) The reactants are C([O-])([O-])=O.[K+].[K+].Br[C:8]1[CH:13]=[CH:12][CH:11]=[CH:10][CH:9]=1.CC1C(=O)CCCC1=O.[CH2:23]([NH2:30])[C:24]1[CH:29]=[CH:28][CH:27]=[CH:26][CH:25]=1.C(OCCCCCC)CCCCC. The catalyst is Cl[Cu].CN1C(=O)CCC1. The product is [C:8]1([NH:30][CH2:23][C:24]2[CH:29]=[CH:28][CH:27]=[CH:26][CH:25]=2)[CH:13]=[CH:12][CH:11]=[CH:10][CH:9]=1. The yield is 0.580. (4) The reactants are [CH:1]([O:3][CH2:4][CH2:5][O:6][CH2:7][CH2:8][OH:9])=[CH2:2].[CH2:10]([O:12][CH2:13][CH3:14])[CH3:11]. The catalyst is [H-].[Na+].C1COCC1. The product is [CH:1]([O:3][CH2:4][CH2:5][O:6][CH2:7][CH2:8][O:9][CH2:11][CH2:10][O:12][CH2:13][CH2:14][O:6][CH2:5][CH2:4][O:3][CH3:1])=[CH2:2]. The yield is 0.850. (5) The reactants are [OH-].[Na+].C([O:6][C:7]1[CH:40]=[CH:39][C:38]([Cl:41])=[CH:37][C:8]=1[C:9]([NH:11][C@H:12]([C:20](=[O:36])[NH:21][C:22]1[CH:27]=[C:26]([C:28]([F:31])([F:30])[F:29])[CH:25]=[C:24]([C:32]([F:35])([F:34])[F:33])[CH:23]=1)[CH2:13][C:14]1[CH:19]=[CH:18][CH:17]=[CH:16][CH:15]=1)=[O:10])(=O)C.Cl. The catalyst is CO.O1CCCC1. The product is [Cl:41][C:38]1[CH:39]=[CH:40][C:7]([OH:6])=[C:8]([CH:37]=1)[C:9]([NH:11][C@H:12]([C:20](=[O:36])[NH:21][C:22]1[CH:27]=[C:26]([C:28]([F:29])([F:31])[F:30])[CH:25]=[C:24]([C:32]([F:33])([F:34])[F:35])[CH:23]=1)[CH2:13][C:14]1[CH:15]=[CH:16][CH:17]=[CH:18][CH:19]=1)=[O:10]. The yield is 0.568.